Dataset: Forward reaction prediction with 1.9M reactions from USPTO patents (1976-2016). Task: Predict the product of the given reaction. Given the reactants Cl[C:2]1[CH:7]=[C:6]([C:8]2[CH:13]=[CH:12][CH:11]=[C:10]([Cl:14])[C:9]=2[Cl:15])[N:5]=[C:4]([NH2:16])[N:3]=1.[CH2:17]([N:24]1[CH2:29][CH2:28][CH:27]([CH2:30][CH2:31][NH2:32])[CH2:26][CH2:25]1)[C:18]1[CH:23]=[CH:22][CH:21]=[CH:20][CH:19]=1.C(N(CC)CC)C, predict the reaction product. The product is: [CH2:17]([N:24]1[CH2:29][CH2:28][CH:27]([CH2:30][CH2:31][NH:32][C:2]2[CH:7]=[C:6]([C:8]3[CH:13]=[CH:12][CH:11]=[C:10]([Cl:14])[C:9]=3[Cl:15])[N:5]=[C:4]([NH2:16])[N:3]=2)[CH2:26][CH2:25]1)[C:18]1[CH:23]=[CH:22][CH:21]=[CH:20][CH:19]=1.